This data is from Catalyst prediction with 721,799 reactions and 888 catalyst types from USPTO. The task is: Predict which catalyst facilitates the given reaction. (1) Reactant: [Br:1][C:2]1[CH:15]=[CH:14][C:13]2[O:12][C:11]3[C:6](=[N:7][C:8]([Cl:16])=[CH:9][CH:10]=3)[C:5](=O)[C:4]=2[CH:3]=1.[CH3:18][Mg]Br.C(OCC)C.C(Cl)(Cl)Cl. Product: [Br:1][C:2]1[CH:15]=[CH:14][C:13]2[O:12][C:11]3[C:6](=[N:7][C:8]([Cl:16])=[CH:9][CH:10]=3)[C:5](=[CH2:18])[C:4]=2[CH:3]=1. The catalyst class is: 1. (2) Reactant: [F:1][C:2]1[CH:33]=[C:32]([F:34])[CH:31]=[C:30]([F:35])[C:3]=1[CH2:4][N:5]1[C:13]([C:14]2[CH:19]=[CH:18][CH:17]=[C:16]([C:20]#[C:21][Si](C)(C)C)[CH:15]=2)=[C:12]2[C:7]([C:8]([C:26]([F:29])([F:28])[F:27])=[CH:9][CH:10]=[CH:11]2)=[N:6]1.C(=O)([O-])[O-].[K+].[K+]. Product: [C:20]([C:16]1[CH:15]=[C:14]([C:13]2[N:5]([CH2:4][C:3]3[C:30]([F:35])=[CH:31][C:32]([F:34])=[CH:33][C:2]=3[F:1])[N:6]=[C:7]3[C:12]=2[CH:11]=[CH:10][CH:9]=[C:8]3[C:26]([F:29])([F:27])[F:28])[CH:19]=[CH:18][CH:17]=1)#[CH:21]. The catalyst class is: 5. (3) Reactant: [OH:1][CH:2]1[CH2:5][N:4]([C:6]2[O:7][CH:8]=[C:9]([C:11]([O:13][CH3:14])=[O:12])[N:10]=2)[CH2:3]1.[C:15]([SiH:19]([C:26]1[CH:31]=[CH:30][CH:29]=[CH:28][CH:27]=1)[C:20]1[CH:25]=[CH:24][CH:23]=[CH:22][CH:21]=1)([CH3:18])([CH3:17])[CH3:16].N1C=CN=C1.CO. Product: [Si:19]([O:1][CH:2]1[CH2:5][N:4]([C:6]2[O:7][CH:8]=[C:9]([C:11]([O:13][CH3:14])=[O:12])[N:10]=2)[CH2:3]1)([C:15]([CH3:18])([CH3:17])[CH3:16])([C:26]1[CH:27]=[CH:28][CH:29]=[CH:30][CH:31]=1)[C:20]1[CH:25]=[CH:24][CH:23]=[CH:22][CH:21]=1. The catalyst class is: 9. (4) Reactant: [N+:1]([C:4]1[CH:5]=[C:6]([CH:10]=[C:11]([C:13]([F:16])([F:15])[F:14])[CH:12]=1)[C:7]([OH:9])=O)([O-])=O.CN(C)C=O.C(Cl)(=O)C(Cl)=O.[NH:28]1[CH2:33][CH2:32][O:31][CH2:30][CH2:29]1. Product: [N:28]1([C:7]([C:6]2[CH:5]=[C:4]([CH:12]=[C:11]([C:13]([F:16])([F:15])[F:14])[CH:10]=2)[NH2:1])=[O:9])[CH2:33][CH2:32][O:31][CH2:30][CH2:29]1. The catalyst class is: 96. (5) Reactant: Cl.[F:2][C:3]1[CH:4]=[C:5]([CH:9]=[CH:10][CH:11]=1)[C:6]([NH2:8])=[NH:7].[CH2:12]([O:14][C:15](=[O:24])[C:16](=[CH:20]N(C)C)[C:17](=O)[CH3:18])[CH3:13]. Product: [CH2:12]([O:14][C:15]([C:16]1[C:17]([CH3:18])=[N:7][C:6]([C:5]2[CH:9]=[CH:10][CH:11]=[C:3]([F:2])[CH:4]=2)=[N:8][CH:20]=1)=[O:24])[CH3:13]. The catalyst class is: 14. (6) The catalyst class is: 58. Product: [F:21][C:18]1[CH:19]=[CH:20][C:15]([N:12]2[CH2:11][CH2:10][C:9]([CH2:3][C:1]#[N:2])([CH3:22])[CH2:14][CH2:13]2)=[CH:16][CH:17]=1. Reactant: [C:1]([CH:3]([C:9]1([CH3:22])[CH2:14][CH2:13][N:12]([C:15]2[CH:20]=[CH:19][C:18]([F:21])=[CH:17][CH:16]=2)[CH2:11][CH2:10]1)C(OCC)=O)#[N:2].[Cl-].[Li+]. (7) Reactant: [CH3:1][N:2]1[C:11]2[C:6](=[CH:7][C:8]3[O:14][CH2:13][O:12][C:9]=3[CH:10]=2)[CH:5]([C:15]2[CH:20]=[CH:19][CH:18]=[CH:17][CH:16]=2)[NH:4][C:3]1=[O:21].[O-][Mn](=O)(=O)=O.[K+]. Product: [CH3:1][N:2]1[C:11]2[C:6](=[CH:7][C:8]3[O:14][CH2:13][O:12][C:9]=3[CH:10]=2)[C:5]([C:15]2[CH:20]=[CH:19][CH:18]=[CH:17][CH:16]=2)=[N:4][C:3]1=[O:21]. The catalyst class is: 12.